Dataset: Forward reaction prediction with 1.9M reactions from USPTO patents (1976-2016). Task: Predict the product of the given reaction. (1) The product is: [OH:6][CH2:7][C:8]1[CH:9]=[CH:10][C:11]([NH:14][C:15](=[O:34])[C:16]2[CH:21]=[C:20]([O:22][CH2:23][CH2:24][C:25]3[CH:29]=[CH:28][S:27][CH:26]=3)[CH:19]=[C:18]([O:30][CH:31]([CH3:32])[CH3:33])[CH:17]=2)=[N:12][CH:13]=1. Given the reactants C([SiH2][O:6][C:7](C)(C)[C:8]1[CH:9]=[CH:10][C:11]([NH:14][C:15](=[O:34])[C:16]2[CH:21]=[C:20]([O:22][CH2:23][CH2:24][C:25]3[CH:29]=[CH:28][S:27][CH:26]=3)[CH:19]=[C:18]([O:30][CH:31]([CH3:33])[CH3:32])[CH:17]=2)=[N:12][CH:13]=1)(C)(C)C.[F-].C([N+](CCCC)(CCCC)CCCC)CCC, predict the reaction product. (2) Given the reactants [CH3:1][N:2]([C@@H]1CCCNC1)[C:3](=[O:9])[O:4]C(C)(C)C.Br[C:32]1[C:33](F)=[C:28]2C(NC(=O)[C:28]3[CH:33]=[CH:32][CH:31]=[N:30][CH:29]=3)=CN[C:29]2=[N:30][CH:31]=1, predict the reaction product. The product is: [NH:30]1[CH2:31][CH2:32][CH2:33][CH:28]([O:9][C:3](=[O:4])[NH:2][CH3:1])[CH2:29]1.